Regression. Given two drug SMILES strings and cell line genomic features, predict the synergy score measuring deviation from expected non-interaction effect. From a dataset of NCI-60 drug combinations with 297,098 pairs across 59 cell lines. (1) Drug 1: CC1=CC=C(C=C1)C2=CC(=NN2C3=CC=C(C=C3)S(=O)(=O)N)C(F)(F)F. Drug 2: CC1=C2C(C(=O)C3(C(CC4C(C3C(C(C2(C)C)(CC1OC(=O)C(C(C5=CC=CC=C5)NC(=O)OC(C)(C)C)O)O)OC(=O)C6=CC=CC=C6)(CO4)OC(=O)C)O)C)O. Cell line: NCI-H226. Synergy scores: CSS=20.9, Synergy_ZIP=3.60, Synergy_Bliss=6.03, Synergy_Loewe=6.59, Synergy_HSA=4.73. (2) Drug 2: CC1=C2C(C(=O)C3(C(CC4C(C3C(C(C2(C)C)(CC1OC(=O)C(C(C5=CC=CC=C5)NC(=O)C6=CC=CC=C6)O)O)OC(=O)C7=CC=CC=C7)(CO4)OC(=O)C)O)C)OC(=O)C. Cell line: OVCAR3. Synergy scores: CSS=44.1, Synergy_ZIP=11.3, Synergy_Bliss=8.52, Synergy_Loewe=-44.8, Synergy_HSA=6.37. Drug 1: CNC(=O)C1=CC=CC=C1SC2=CC3=C(C=C2)C(=NN3)C=CC4=CC=CC=N4. (3) Drug 1: CCC(=C(C1=CC=CC=C1)C2=CC=C(C=C2)OCCN(C)C)C3=CC=CC=C3.C(C(=O)O)C(CC(=O)O)(C(=O)O)O. Drug 2: CN1C2=C(C=C(C=C2)N(CCCl)CCCl)N=C1CCCC(=O)O.Cl. Cell line: HCC-2998. Synergy scores: CSS=9.30, Synergy_ZIP=2.21, Synergy_Bliss=6.86, Synergy_Loewe=3.82, Synergy_HSA=5.19. (4) Drug 1: CC12CCC(CC1=CCC3C2CCC4(C3CC=C4C5=CN=CC=C5)C)O. Drug 2: CC1=C(C=C(C=C1)NC(=O)C2=CC=C(C=C2)CN3CCN(CC3)C)NC4=NC=CC(=N4)C5=CN=CC=C5. Cell line: BT-549. Synergy scores: CSS=-2.58, Synergy_ZIP=7.76, Synergy_Bliss=4.16, Synergy_Loewe=-1.40, Synergy_HSA=-0.519. (5) Drug 1: CN1CCC(CC1)COC2=C(C=C3C(=C2)N=CN=C3NC4=C(C=C(C=C4)Br)F)OC. Drug 2: COCCOC1=C(C=C2C(=C1)C(=NC=N2)NC3=CC=CC(=C3)C#C)OCCOC.Cl. Cell line: NCI-H226. Synergy scores: CSS=12.4, Synergy_ZIP=0.133, Synergy_Bliss=5.46, Synergy_Loewe=3.09, Synergy_HSA=5.51.